From a dataset of Reaction yield outcomes from USPTO patents with 853,638 reactions. Predict the reaction yield, written as a fraction of the theoretical maximum amount of product (1.0 means a 100% yield; for example, 0.34 means a 34% yield). The reactants are Br[C:2]1[CH:23]=[CH:22][C:5]2[N:6]=[C:7]([NH:10][CH:11]3[C:19]4[C:14](=[CH:15][CH:16]=[CH:17][C:18]=4[O:20][CH3:21])[CH2:13][CH2:12]3)[O:8][CH2:9][C:4]=2[CH:3]=1.[NH2:24][C:25]1[CH:30]=[CH:29][CH:28]=[C:27]([C:31]([F:34])([F:33])[F:32])[N:26]=1. No catalyst specified. The product is [CH3:21][O:20][C:18]1[CH:17]=[CH:16][CH:15]=[C:14]2[C:19]=1[CH:11]([NH:10][C:7]1[O:8][CH2:9][C:4]3[CH:3]=[C:2]([NH:24][C:25]4[CH:30]=[CH:29][CH:28]=[C:27]([C:31]([F:33])([F:32])[F:34])[N:26]=4)[CH:23]=[CH:22][C:5]=3[N:6]=1)[CH2:12][CH2:13]2. The yield is 0.630.